From a dataset of Reaction yield outcomes from USPTO patents with 853,638 reactions. Predict the reaction yield, written as a fraction of the theoretical maximum amount of product (1.0 means a 100% yield; for example, 0.34 means a 34% yield). The product is [CH:19]1([CH2:18][CH2:17][C@H:13]([NH:12][C:1](=[O:10])[C:2]2[CH:7]=[CH:6][CH:5]=[C:4]([O:8][CH3:9])[CH:3]=2)[C:14](=[O:16])[NH:28][CH2:27][CH2:25][N:36]2[C:37]3[C:33](=[CH:32][C:31]([O:30][CH3:29])=[CH:39][CH:38]=3)[CH2:34][CH2:35]2)[CH2:24][CH2:23][CH2:22][CH2:21][CH2:20]1. No catalyst specified. The reactants are [C:1](Cl)(=[O:10])[C:2]1[CH:7]=[CH:6][CH:5]=[C:4]([O:8][CH3:9])[CH:3]=1.[NH2:12][C@@H:13]([CH2:17][CH2:18][CH:19]1[CH2:24][CH2:23][CH2:22][CH2:21][CH2:20]1)[C:14]([OH:16])=O.[CH2:25]([CH2:27][NH2:28])O.[CH3:29][O:30][C:31]1[CH:32]=[C:33]2[C:37](=[CH:38][CH:39]=1)[NH:36][CH2:35][CH2:34]2. The yield is 0.200.